Dataset: Forward reaction prediction with 1.9M reactions from USPTO patents (1976-2016). Task: Predict the product of the given reaction. (1) Given the reactants Br[C:2]1[S:3][C:4]([NH:34]C(=O)OC(C)(C)C)=[C:5]([C:7](=[O:33])[NH:8][C:9]2[CH:10]=[N:11][N:12]([CH2:29][CH:30]([F:32])[F:31])[C:13]=2[N:14]2[CH2:20][CH2:19][CH2:18][C@@H:17]([N:21]([CH3:28])C(=O)C(F)(F)F)[CH2:16][CH2:15]2)[N:6]=1.[F:42][C:43]1[CH:48]=[CH:47][C:46]([CH3:49])=[CH:45][C:44]=1B(O)O, predict the reaction product. The product is: [NH2:34][C:4]1[S:3][C:2]([C:44]2[CH:45]=[C:46]([CH3:49])[CH:47]=[CH:48][C:43]=2[F:42])=[N:6][C:5]=1[C:7]([NH:8][C:9]1[CH:10]=[N:11][N:12]([CH2:29][CH:30]([F:31])[F:32])[C:13]=1[N:14]1[CH2:20][CH2:19][CH2:18][C@H:17]([NH:21][CH3:28])[CH2:16][CH2:15]1)=[O:33]. (2) Given the reactants [CH:1]1([CH:7]([NH:20][C:21]2[CH:29]=[CH:28][C:24]([C:25](O)=[O:26])=[CH:23][CH:22]=2)[C:8]2[N:12]([CH3:13])[C:11]3[CH:14]=[C:15]([O:18][CH3:19])[CH:16]=[CH:17][C:10]=3[N:9]=2)[CH2:6][CH2:5][CH2:4][CH2:3][CH2:2]1.Cl.[CH2:31]([O:33][C:34](=[O:38])[CH2:35][CH2:36][NH2:37])[CH3:32].O.ON1C2C=CC=CC=2N=N1.Cl.C(N=C=NCCCN(C)C)C.[Cl-].[NH4+], predict the reaction product. The product is: [CH:1]1([CH:7]([NH:20][C:21]2[CH:22]=[CH:23][C:24]([C:25]([NH:37][CH2:36][CH2:35][C:34]([O:33][CH2:31][CH3:32])=[O:38])=[O:26])=[CH:28][CH:29]=2)[C:8]2[N:12]([CH3:13])[C:11]3[CH:14]=[C:15]([O:18][CH3:19])[CH:16]=[CH:17][C:10]=3[N:9]=2)[CH2:6][CH2:5][CH2:4][CH2:3][CH2:2]1.